Dataset: Full USPTO retrosynthesis dataset with 1.9M reactions from patents (1976-2016). Task: Predict the reactants needed to synthesize the given product. Given the product [CH3:11][N:8]1[C:4]2=[CH:5][N:6]=[CH:7][C:2]([C:16]#[C:17][C:18]3[CH:19]=[C:20]([NH:24][C:25](=[O:32])[C:26]4[CH:31]=[CH:30][CH:29]=[CH:28][CH:27]=4)[CH:21]=[CH:22][CH:23]=3)=[C:3]2[CH:10]=[N:9]1, predict the reactants needed to synthesize it. The reactants are: Br[C:2]1[CH:7]=[N:6][CH:5]=[C:4]2[N:8]([CH3:11])[N:9]=[CH:10][C:3]=12.C[Si]([C:16]#[C:17][C:18]1[CH:19]=[C:20]([NH:24][C:25](=[O:32])[C:26]2[CH:31]=[CH:30][CH:29]=[CH:28][CH:27]=2)[CH:21]=[CH:22][CH:23]=1)(C)C.[F-].C([N+](CCCC)(CCCC)CCCC)CCC.